Dataset: Retrosynthesis with 50K atom-mapped reactions and 10 reaction types from USPTO. Task: Predict the reactants needed to synthesize the given product. Given the product CC(C)[C@H](NC(=O)c1nc2ccccc2nc1O)C(=O)N1CCC(Oc2ncc(Cl)cn2)CC1, predict the reactants needed to synthesize it. The reactants are: CC(C)[C@H](N)C(=O)N1CCC(Oc2ncc(Cl)cn2)CC1.O=C(O)c1nc2ccccc2nc1O.